Predict which catalyst facilitates the given reaction. From a dataset of Catalyst prediction with 721,799 reactions and 888 catalyst types from USPTO. (1) Reactant: [Si](O)(O)(O)[OH:2].C(O[Si](OCC)(OCC)OCC)C.[P:19]([O-:23])([O-:22])([O-:21])=[O:20].[Ca+2:24].[P:25]([O-:29])([O-:28])([O-:27])=[O:26].[Ca+2].[Ca+2]. Product: [OH-:2].[O-:21][P:19]([O-:23])([O-:22])=[O:20].[O-:27][P:25]([O-:29])([O-:28])=[O:26].[O-:21][P:19]([O-:23])([O-:22])=[O:20].[Ca+2:24].[Ca+2:24].[Ca+2:24].[Ca+2:24].[Ca+2:24]. The catalyst class is: 223. (2) The catalyst class is: 1. Product: [O:37]=[S:2]1(=[O:1])[CH2:3][CH2:4][CH:5]([NH:8][S:9]([C:12]2[CH:13]=[N:14][C:15]([C:18]3[CH:23]=[CH:22][N:21]=[C:20]4[NH:24][C:25]([CH3:27])=[CH:26][C:19]=34)=[N:16][CH:17]=2)(=[O:11])=[O:10])[CH2:6][CH2:7]1. Reactant: [O:1]=[S:2]1(=[O:37])[CH2:7][CH2:6][CH:5]([NH:8][S:9]([C:12]2[CH:13]=[N:14][C:15]([C:18]3[CH:23]=[CH:22][N:21]=[C:20]4[N:24](S(C5C=CC=CC=5)(=O)=O)[C:25]([CH3:27])=[CH:26][C:19]=34)=[N:16][CH:17]=2)(=[O:11])=[O:10])[CH2:4][CH2:3]1.CCCC[N+](CCCC)(CCCC)CCCC.[F-]. (3) Reactant: [Cl:1][C:2]1[N:3]=[CH:4][C:5]([C:8](Cl)=[O:9])=[N:6][CH:7]=1.[CH2:11]([N:13](CC)[CH2:14][CH3:15])[CH3:12].N1CCCC1. Product: [Cl:1][C:2]1[N:3]=[CH:4][C:5]([C:8]([N:13]2[CH2:14][CH2:15][CH2:12][CH2:11]2)=[O:9])=[N:6][CH:7]=1. The catalyst class is: 4. (4) Reactant: Cl[C:2]1[N:7]=[CH:6][C:5]([C:8]2[CH:9]=[N:10][N:11]3[C:16]([C:17]4[CH:18]=[C:19]([NH:23][C:24](=[O:35])[C:25]5[CH:30]=[CH:29][CH:28]=[C:27]([C:31]([F:34])([F:33])[F:32])[CH:26]=5)[CH:20]=[CH:21][CH:22]=4)=[CH:15][CH:14]=[N:13][C:12]=23)=[CH:4][CH:3]=1.[CH3:36][NH2:37]. Product: [CH3:36][NH:37][C:2]1[N:7]=[CH:6][C:5]([C:8]2[CH:9]=[N:10][N:11]3[C:16]([C:17]4[CH:18]=[C:19]([NH:23][C:24](=[O:35])[C:25]5[CH:30]=[CH:29][CH:28]=[C:27]([C:31]([F:34])([F:33])[F:32])[CH:26]=5)[CH:20]=[CH:21][CH:22]=4)=[CH:15][CH:14]=[N:13][C:12]=23)=[CH:4][CH:3]=1. The catalyst class is: 17. (5) Product: [F:14][C:5]1[CH:4]=[C:3]([C:1](=[NH:2])[NH:15][OH:16])[CH:8]=[CH:7][C:6]=1[CH2:9][C:10]([O:12][CH3:13])=[O:11]. Reactant: [C:1]([C:3]1[CH:8]=[CH:7][C:6]([CH2:9][C:10]([O:12][CH3:13])=[O:11])=[C:5]([F:14])[CH:4]=1)#[N:2].[NH2:15][OH:16].Cl.C([O-])(O)=O.[Na+]. The catalyst class is: 5. (6) Reactant: C1(P(C2C=CC=CC=2)C2C=CC=CC=2)C=CC=CC=1.[N:20]([CH2:23][C:24]1[CH:29]=[CH:28][C:27]([F:30])=[CH:26][C:25]=1[Cl:31])=[N+]=[N-].N#N.CO. Product: [Cl:31][C:25]1[CH:26]=[C:27]([F:30])[CH:28]=[CH:29][C:24]=1[CH2:23][NH2:20]. The catalyst class is: 20. (7) Reactant: [CH:1]1([N:4]2[C:8]3[C:9]([O:23][C@@H:24]([C@H:26]4[CH2:30][N:29]([C@@H](C5C=CC(OC)=CC=5)C)[C:28](=[O:41])[CH2:27]4)[CH3:25])=[N:10][C:11]([C:13]4[CH:18]=[CH:17][C:16]([O:19][CH3:20])=[C:15]([O:21][CH3:22])[CH:14]=4)=[CH:12][C:7]=3[N:6]=[CH:5]2)[CH2:3][CH2:2]1. Product: [CH:1]1([N:4]2[C:8]3[C:9]([O:23][C@@H:24]([C@H:26]4[CH2:30][NH:29][C:28](=[O:41])[CH2:27]4)[CH3:25])=[N:10][C:11]([C:13]4[CH:18]=[CH:17][C:16]([O:19][CH3:20])=[C:15]([O:21][CH3:22])[CH:14]=4)=[CH:12][C:7]=3[N:6]=[CH:5]2)[CH2:3][CH2:2]1. The catalyst class is: 67.